Regression. Given two drug SMILES strings and cell line genomic features, predict the synergy score measuring deviation from expected non-interaction effect. From a dataset of NCI-60 drug combinations with 297,098 pairs across 59 cell lines. (1) Drug 1: C1=CN(C(=O)N=C1N)C2C(C(C(O2)CO)O)O.Cl. Drug 2: C1CN(CCN1C(=O)CCBr)C(=O)CCBr. Cell line: SF-539. Synergy scores: CSS=45.4, Synergy_ZIP=-3.01, Synergy_Bliss=-1.30, Synergy_Loewe=-15.0, Synergy_HSA=3.82. (2) Drug 1: CC1=C2C(C(=O)C3(C(CC4C(C3C(C(C2(C)C)(CC1OC(=O)C(C(C5=CC=CC=C5)NC(=O)OC(C)(C)C)O)O)OC(=O)C6=CC=CC=C6)(CO4)OC(=O)C)OC)C)OC. Drug 2: CCCCCOC(=O)NC1=NC(=O)N(C=C1F)C2C(C(C(O2)C)O)O. Cell line: M14. Synergy scores: CSS=46.7, Synergy_ZIP=2.69, Synergy_Bliss=3.38, Synergy_Loewe=-33.4, Synergy_HSA=2.95. (3) Drug 1: CCCS(=O)(=O)NC1=C(C(=C(C=C1)F)C(=O)C2=CNC3=C2C=C(C=N3)C4=CC=C(C=C4)Cl)F. Drug 2: CN1C(=O)N2C=NC(=C2N=N1)C(=O)N. Cell line: NCIH23. Synergy scores: CSS=-8.87, Synergy_ZIP=3.21, Synergy_Bliss=-1.18, Synergy_Loewe=-4.39, Synergy_HSA=-5.45. (4) Drug 1: CC1=C(C(=CC=C1)Cl)NC(=O)C2=CN=C(S2)NC3=CC(=NC(=N3)C)N4CCN(CC4)CCO. Drug 2: CNC(=O)C1=NC=CC(=C1)OC2=CC=C(C=C2)NC(=O)NC3=CC(=C(C=C3)Cl)C(F)(F)F. Cell line: TK-10. Synergy scores: CSS=25.8, Synergy_ZIP=1.57, Synergy_Bliss=5.50, Synergy_Loewe=-34.8, Synergy_HSA=1.03. (5) Drug 1: CNC(=O)C1=CC=CC=C1SC2=CC3=C(C=C2)C(=NN3)C=CC4=CC=CC=N4. Drug 2: C(CN)CNCCSP(=O)(O)O. Cell line: A549. Synergy scores: CSS=0.757, Synergy_ZIP=-2.37, Synergy_Bliss=-6.03, Synergy_Loewe=-16.5, Synergy_HSA=-6.49. (6) Drug 1: CS(=O)(=O)C1=CC(=C(C=C1)C(=O)NC2=CC(=C(C=C2)Cl)C3=CC=CC=N3)Cl. Drug 2: C1C(C(OC1N2C=NC3=C2NC=NCC3O)CO)O. Cell line: NCIH23. Synergy scores: CSS=3.43, Synergy_ZIP=-0.894, Synergy_Bliss=0.1000, Synergy_Loewe=-1.09, Synergy_HSA=-1.01. (7) Drug 1: CCCCC(=O)OCC(=O)C1(CC(C2=C(C1)C(=C3C(=C2O)C(=O)C4=C(C3=O)C=CC=C4OC)O)OC5CC(C(C(O5)C)O)NC(=O)C(F)(F)F)O. Drug 2: C(CN)CNCCSP(=O)(O)O. Cell line: SF-268. Synergy scores: CSS=31.0, Synergy_ZIP=-5.61, Synergy_Bliss=-1.88, Synergy_Loewe=-29.1, Synergy_HSA=-2.48. (8) Synergy scores: CSS=-3.43, Synergy_ZIP=0.0846, Synergy_Bliss=-3.41, Synergy_Loewe=-11.5, Synergy_HSA=-6.12. Cell line: EKVX. Drug 1: CC1C(C(CC(O1)OC2CC(CC3=C2C(=C4C(=C3O)C(=O)C5=C(C4=O)C(=CC=C5)OC)O)(C(=O)C)O)N)O.Cl. Drug 2: CS(=O)(=O)OCCCCOS(=O)(=O)C.